From a dataset of HIV replication inhibition screening data with 41,000+ compounds from the AIDS Antiviral Screen. Binary Classification. Given a drug SMILES string, predict its activity (active/inactive) in a high-throughput screening assay against a specified biological target. (1) The molecule is CSC(SC)=C1C(=O)NN=C1C. The result is 0 (inactive). (2) The drug is N=c1ccn(C2CSC(CO)O2)c(=O)[nH]1. The result is 1 (active). (3) The result is 0 (inactive). The drug is O=[N+]([O-])c1ccc(-c2nc(O)c3cc(Cl)ccc3n2)cc1. (4) The molecule is Cc1nc2c(nc1C)C(=O)C(Cl)=CC2=O. The result is 0 (inactive). (5) The drug is CC(=O)NC(CCCN(Cc1ccccc1)C(=O)N(C)N=O)C(=O)NCc1ccccc1. The result is 0 (inactive).